Task: Predict which catalyst facilitates the given reaction.. Dataset: Catalyst prediction with 721,799 reactions and 888 catalyst types from USPTO (1) Reactant: [NH2:1][CH2:2][C@H:3]1[C@H:9]([C:10]2[CH:15]=[CH:14][C:13]([Cl:16])=[C:12]([Cl:17])[CH:11]=2)[O:8][CH2:7][CH2:6][N:5]([C:18]([O:20][C:21]([CH3:24])([CH3:23])[CH3:22])=[O:19])[CH2:4]1.C(N(CC)CC)C.[CH3:32][S:33](Cl)(=[O:35])=[O:34]. Product: [Cl:17][C:12]1[CH:11]=[C:10]([C@@H:9]2[O:8][CH2:7][CH2:6][N:5]([C:18]([O:20][C:21]([CH3:24])([CH3:23])[CH3:22])=[O:19])[CH2:4][C@H:3]2[CH2:2][NH:1][S:33]([CH3:32])(=[O:35])=[O:34])[CH:15]=[CH:14][C:13]=1[Cl:16]. The catalyst class is: 1. (2) Product: [Cl:42][C:27]1[N:26]=[C:25]2[C:30]([N:31]=[CH:32][N:24]2[C@H:6]2[C@H:5]([OH:4])[C@H:9]([OH:10])[C@@H:8]([C:14]3[O:18][N:17]=[C:16]([CH2:19][OH:20])[CH:15]=3)[O:7]2)=[C:29]([NH:33][C:34]2[CH:39]=[CH:38][C:37]([Cl:40])=[CH:36][C:35]=2[F:41])[N:28]=1. The catalyst class is: 5. Reactant: C([O:4][C@@H:5]1[C@H:9]([O:10]C(=O)C)[C@@H:8]([C:14]2[O:18][N:17]=[C:16]([CH2:19][O:20]C(=O)C)[CH:15]=2)[O:7][C@H:6]1[N:24]1[CH:32]=[N:31][C:30]2[C:25]1=[N:26][C:27]([Cl:42])=[N:28][C:29]=2[NH:33][C:34]1[CH:39]=[CH:38][C:37]([Cl:40])=[CH:36][C:35]=1[F:41])(=O)C.C(N)(C)(C)C. (3) Reactant: [C:1](#[N:3])[CH3:2].CC([O-])(CC)C.[K+].C1(C)C=CC=CC=1.[C:18]12([C:28](OCC)=O)[CH2:27][CH:22]3[CH2:23][CH:24]([CH2:26][CH:20]([CH2:21]3)[CH2:19]1)[CH2:25]2.Cl.[C:34]1([CH3:42])[CH:39]=[CH:38][C:37]([NH:40][NH2:41])=[CH:36][CH:35]=1.Cl. Product: [C:18]12([C:28]3[CH:2]=[C:1]([NH2:3])[N:40]([C:37]4[CH:38]=[CH:39][C:34]([CH3:42])=[CH:35][CH:36]=4)[N:41]=3)[CH2:27][CH:22]3[CH2:23][CH:24]([CH2:26][CH:20]([CH2:21]3)[CH2:19]1)[CH2:25]2. The catalyst class is: 1. (4) Reactant: [CH3:1][S:2](Cl)(=[O:4])=[O:3].[CH2:6]([C:8]1[CH:9]=[CH:10][C:11]([O:22][CH2:23][CH2:24][CH:25]([OH:28])[CH2:26][CH3:27])=[C:12]([C:14]([C:16]2[CH:21]=[CH:20][CH:19]=[CH:18][CH:17]=2)=[O:15])[CH:13]=1)[CH3:7]. The catalyst class is: 2. Product: [C:14]([C:12]1[CH:13]=[C:8]([CH2:6][CH3:7])[CH:9]=[CH:10][C:11]=1[O:22][CH2:23][CH2:24][CH:25]([O:28][S:2]([CH3:1])(=[O:4])=[O:3])[CH2:26][CH3:27])(=[O:15])[C:16]1[CH:17]=[CH:18][CH:19]=[CH:20][CH:21]=1. (5) Reactant: [CH2:1]([NH:3][CH2:4][CH3:5])[CH3:2].[C:6]([C:8]1[CH:9]=[C:10]2[C:15](=[CH:16][C:17]=1[O:18][CH2:19][C@H:20]1[CH2:22][O:21]1)[N:14]=[CH:13][CH:12]=[C:11]2[O:23][C:24]1[CH:29]=[CH:28][C:27]([NH:30][C:31]([NH:33][C:34]2[S:35][CH:36]=[CH:37][N:38]=2)=[O:32])=[C:26]([F:39])[CH:25]=1)#[N:7]. Product: [C:6]([C:8]1[CH:9]=[C:10]2[C:15](=[CH:16][C:17]=1[O:18][CH2:19][C@H:20]([OH:21])[CH2:22][N:3]([CH2:4][CH3:5])[CH2:1][CH3:2])[N:14]=[CH:13][CH:12]=[C:11]2[O:23][C:24]1[CH:29]=[CH:28][C:27]([NH:30][C:31]([NH:33][C:34]2[S:35][CH:36]=[CH:37][N:38]=2)=[O:32])=[C:26]([F:39])[CH:25]=1)#[N:7]. The catalyst class is: 7.